Dataset: Full USPTO retrosynthesis dataset with 1.9M reactions from patents (1976-2016). Task: Predict the reactants needed to synthesize the given product. (1) The reactants are: [OH:1][CH2:2][CH2:3][CH2:4][CH2:5][CH2:6][CH2:7][CH2:8][CH2:9][CH2:10][CH2:11][N:12]1[C:20](=[O:21])[CH:19]2[CH:14](C3OC2C=C3)[C:13]1=[O:23]. Given the product [OH:1][CH2:2][CH2:3][CH2:4][CH2:5][CH2:6][CH2:7][CH2:8][CH2:9][CH2:10][CH2:11][N:12]1[C:20](=[O:21])[CH:19]=[CH:14][C:13]1=[O:23], predict the reactants needed to synthesize it. (2) Given the product [CH3:1][C@@H:2]1[CH2:10][C:5]2([O:9][CH2:8][CH2:7][O:6]2)[CH2:4][C@@H:3]1[C:11]1[N:15]2[C:16]3[CH:22]=[CH:21][NH:20][C:17]=3[N:18]=[CH:19][C:14]2=[N:13][N:12]=1, predict the reactants needed to synthesize it. The reactants are: [CH3:1][C@@H:2]1[CH2:10][C:5]2([O:9][CH2:8][CH2:7][O:6]2)[CH2:4][C@@H:3]1[C:11]1[N:15]2[C:16]3[CH:22]=[CH:21][N:20](S(C4C=CC(C)=CC=4)(=O)=O)[C:17]=3[N:18]=[CH:19][C:14]2=[N:13][N:12]=1.[OH-].[Na+].O. (3) Given the product [CH2:16]([O:15][C:8]([C:9]1[C:3]2[CH2:4][C@H:5]3[CH2:6][C@H:1]3[C:2]=2[N:33]([C:27]2[CH:28]=[CH:29][C:30]([F:32])=[CH:31][C:26]=2[F:25])[N:34]=1)=[O:14])[CH3:17], predict the reactants needed to synthesize it. The reactants are: [C@@H:1]12[CH2:6][C@@H:5]1[CH2:4][CH2:3][C:2]2=O.[C:8]([O:15][CH2:16][CH3:17])(=[O:14])[C:9](OCC)=O.CC(C)([O-])C.[K+].Cl.[F:25][C:26]1[CH:31]=[C:30]([F:32])[CH:29]=[CH:28][C:27]=1[NH:33][NH2:34].Cl. (4) Given the product [CH:110]1([C:67]2[C:66]3[CH:65]=[CH:64][C:63]4[C:61](=[O:62])[NH:60][CH2:56][CH2:57][CH:58]=[CH:59][CH2:76][CH2:75][NH:74][C:73](=[O:79])[CH2:72][N:69]([C:70]=3[CH:71]=4)[C:68]=2[C:80]2[CH:81]=[CH:82][C:83]([O:86][CH2:87][C:88]3[CH:93]=[C:92]([N:94]4[CH2:98][CH2:97][CH2:96][C:95]4=[O:99])[CH:91]=[CH:90][C:89]=3[N:100]3[CH2:101][CH2:102][N:103]([S:106]([CH3:109])(=[O:107])=[O:108])[CH2:104][CH2:105]3)=[CH:84][CH:85]=2)[CH2:111][CH2:112][CH2:113][CH2:114][CH2:115]1, predict the reactants needed to synthesize it. The reactants are: C1(C2C3C=CC4C(=O)NCCC=CCCNC(=O)CN(C=3C=4)C=2C2C=CC(OCC3C=C([N+]([O-])=O)C=CC=3N3CCN(S(C)(=O)=O)CC3)=CC=2)CCCCC1.[CH2:56]([NH:60][C:61]([C:63]1[CH:71]=[C:70]2[C:66]([C:67]([CH:110]3[CH2:115][CH2:114][CH2:113][CH2:112][CH2:111]3)=[C:68]([C:80]3[CH:85]=[CH:84][C:83]([O:86][CH2:87][C:88]4[CH:93]=[C:92]([N:94]5[CH2:98][CH2:97][CH2:96][C:95]5=[O:99])[CH:91]=[CH:90][C:89]=4[N:100]4[CH2:105][CH2:104][N:103]([S:106]([CH3:109])(=[O:108])=[O:107])[CH2:102][CH2:101]4)=[CH:82][CH:81]=3)[N:69]2[CH2:72][C:73](=[O:79])[NH:74][CH2:75][CH2:76]C=C)=[CH:65][CH:64]=1)=[O:62])[CH2:57][CH:58]=[CH2:59]. (5) Given the product [CH:1]1([NH:7][C:11]([C:13]2[C:14](=[O:32])[N:15]([CH2:25][C:26]3[CH:31]=[CH:30][CH:29]=[CH:28][CH:27]=3)[C:16]3[C:21]([C:22]=2[OH:23])=[CH:20][C:19]([F:24])=[CH:18][CH:17]=3)=[O:10])[CH2:6][CH2:5][CH2:4][CH2:3][CH2:2]1, predict the reactants needed to synthesize it. The reactants are: [CH:1]1([NH2:7])[CH2:6][CH2:5][CH2:4][CH2:3][CH2:2]1.C([O:10][C:11]([C:13]1[C:14](=[O:32])[N:15]([CH2:25][C:26]2[CH:31]=[CH:30][CH:29]=[CH:28][CH:27]=2)[C:16]2[C:21]([C:22]=1[OH:23])=[CH:20][C:19]([F:24])=[CH:18][CH:17]=2)=O)C. (6) Given the product [CH:6]([C@:2]1([CH3:9])[S:1][C:12]([S:11][CH3:10])=[N:13][C:3]1=[O:4])([CH3:8])[CH3:7], predict the reactants needed to synthesize it. The reactants are: [SH:1][C@@:2]([CH3:9])([CH:6]([CH3:8])[CH3:7])[C:3](O)=[O:4].[CH3:10][S:11][C:12]#[N:13].C([O-])(O)=O.[Na+]. (7) Given the product [Br:1][C:2]1[CH:3]=[C:4]2[C:8](=[CH:9][CH:10]=1)[C:7]([O:11][Si:21]([CH3:23])([CH3:22])[CH3:20])([C:18]#[N:13])[CH2:6][CH2:5]2, predict the reactants needed to synthesize it. The reactants are: [Br:1][C:2]1[CH:3]=[C:4]2[C:8](=[CH:9][CH:10]=1)[C:7](=[O:11])[CH2:6][CH2:5]2.C[N+:13]1([O-])[CH2:18]COCC1.[CH3:20][Si:21](C#N)([CH3:23])[CH3:22].